Dataset: Forward reaction prediction with 1.9M reactions from USPTO patents (1976-2016). Task: Predict the product of the given reaction. (1) Given the reactants [OH:1][CH2:2][C:3]1[CH:4]=[C:5]([CH:11]=[CH:12][CH:13]=1)[CH2:6][S:7]([CH3:10])(=[O:9])=[O:8].N1C=CN=C1.[Cl-].[C:20]([SiH:24]([CH3:26])[CH3:25])([CH3:23])([CH3:22])[CH3:21], predict the reaction product. The product is: [Si:24]([O:1][CH2:2][C:3]1[CH:4]=[C:5]([CH:11]=[CH:12][CH:13]=1)[CH2:6][S:7]([CH3:10])(=[O:9])=[O:8])([C:20]([CH3:23])([CH3:22])[CH3:21])([CH3:26])[CH3:25]. (2) Given the reactants [C:1]([C:3]1[CH:4]=[C:5]2[C:10](=[CH:11][CH:12]=1)[NH:9][CH2:8][C@@H:7]([NH:13][S:14]([N:17]1[CH2:22][CH2:21][CH2:20][CH2:19][CH2:18]1)(=[O:16])=[O:15])[CH2:6]2)#[N:2].[CH:23](=O)[C:24]1[CH:29]=[CH:28][CH:27]=[CH:26][CH:25]=1, predict the reaction product. The product is: [CH2:23]([N:9]1[C:10]2[C:5](=[CH:4][C:3]([C:1]#[N:2])=[CH:12][CH:11]=2)[CH2:6][C@H:7]([NH:13][S:14]([N:17]2[CH2:22][CH2:21][CH2:20][CH2:19][CH2:18]2)(=[O:16])=[O:15])[CH2:8]1)[C:24]1[CH:29]=[CH:28][CH:27]=[CH:26][CH:25]=1. (3) Given the reactants Cl.[CH3:2][N:3]1[CH:7]=[C:6]([NH:8][C:9](=[O:39])[C:10]2[CH:15]=[C:14]([F:16])[CH:13]=[CH:12][C:11]=2[NH:17][C:18](=[O:38])[C:19]2[CH:24]=[CH:23][C:22]([N:25]3[CH2:29][CH2:28][CH2:27][CH2:26]3)=[CH:21][C:20]=2[O:30][CH:31]2[CH2:36][CH2:35][N:34]([CH3:37])[CH2:33][CH2:32]2)[C:5]([CH3:40])=[N:4]1.FC1C=CC2N=C(C3C=CC(N4CCCC4)=CC=3OC3CCN(C)CC3)OC(=O)C=2C=1.NC1N(C)N=C(C)C=1, predict the reaction product. The product is: [CH3:2][N:3]1[CH:7]=[C:6]([NH:8][C:9](=[O:39])[C:10]2[CH:15]=[C:14]([F:16])[CH:13]=[CH:12][C:11]=2[NH:17][C:18](=[O:38])[C:19]2[CH:24]=[CH:23][C:22]([N:25]3[CH2:26][CH2:27][CH2:28][CH2:29]3)=[CH:21][C:20]=2[O:30][CH:31]2[CH2:36][CH2:35][N:34]([CH3:37])[CH2:33][CH2:32]2)[C:5]([CH3:40])=[N:4]1. (4) The product is: [CH3:37][C:23]([CH3:22])([O:25][C:26]([NH:28][C@H:29]([C:34]([OH:36])=[O:35])[CH2:30][NH:38][C:64]([O:63][CH2:62][CH:60]1[C:61]2[CH:49]=[CH:50][CH:51]=[CH:52][C:53]=2[C:54]2[C:59]1=[CH:58][CH:57]=[CH:56][CH:55]=2)=[O:65])=[O:27])[CH3:24]. Given the reactants FC(F)(F)C(OC1C(OC(=O)C(F)(F)F)=C(I)C=CC=1)=O.[CH3:22][C:23]([CH3:37])([O:25][C:26]([NH:28][C@H:29]([C:34]([OH:36])=[O:35])[CH2:30]C(=O)N)=[O:27])[CH3:24].[N:38]1C=CC=CC=1.C(=O)([O-])O.[Na+].[CH:49]1[C:61]2[CH:60]([CH2:62][O:63][C:64](ON3C(=O)CCC3=O)=[O:65])[C:59]3[C:54](=[CH:55][CH:56]=[CH:57][CH:58]=3)[C:53]=2[CH:52]=[CH:51][CH:50]=1, predict the reaction product. (5) Given the reactants [C:1]([O:4][C@H:5]1[C@H:11]([O:12][C:13](=[O:15])[CH3:14])[C@@H:10]([O:16][C:17](=[O:19])[CH3:18])[C@:9]2([C:21]3[CH:26]=[CH:25][C:24]([Cl:27])=[C:23]([CH2:28][C:29]4[CH:34]=[CH:33][C:32]([C:35]#[C:36][Si](C)(C)C)=[CH:31][CH:30]=4)[CH:22]=3)[O:20][C@@:6]1([CH2:41][O:42][C:43](=[O:45])[CH3:44])[CH2:7][O:8]2)(=[O:3])[CH3:2].[OH2:46], predict the reaction product. The product is: [C:1]([O:4][C@H:5]1[C@H:11]([O:12][C:13](=[O:15])[CH3:14])[C@@H:10]([O:16][C:17](=[O:19])[CH3:18])[C@:9]2([C:21]3[CH:26]=[CH:25][C:24]([Cl:27])=[C:23]([CH2:28][C:29]4[CH:34]=[CH:33][C:32]([C:35](=[O:46])[CH3:36])=[CH:31][CH:30]=4)[CH:22]=3)[O:20][C@@:6]1([CH2:41][O:42][C:43](=[O:45])[CH3:44])[CH2:7][O:8]2)(=[O:3])[CH3:2]. (6) Given the reactants [OH:1][C:2]1[CH:10]=[CH:9][C:8]([C:11]2[S:12][CH:13]=[CH:14][CH:15]=2)=[CH:7][C:3]=1[C:4]([OH:6])=O.[CH2:16]([O:18][C:19]([C:21]1[S:25][C:24]([NH2:26])=[N:23][C:22]=1[C:27]1[CH:32]=[CH:31][CH:30]=[CH:29][CH:28]=1)=[O:20])[CH3:17], predict the reaction product. The product is: [CH2:16]([O:18][C:19]([C:21]1[S:25][C:24]([NH:26][C:4](=[O:6])[C:3]2[CH:7]=[C:8]([C:11]3[S:12][CH:13]=[CH:14][CH:15]=3)[CH:9]=[CH:10][C:2]=2[OH:1])=[N:23][C:22]=1[C:27]1[CH:32]=[CH:31][CH:30]=[CH:29][CH:28]=1)=[O:20])[CH3:17].